The task is: Predict which catalyst facilitates the given reaction.. This data is from Catalyst prediction with 721,799 reactions and 888 catalyst types from USPTO. (1) Reactant: [NH2:1][C@@:2]1([C:22]#[N:23])[C@H:7]([O:8][CH2:9][C:10]2[CH:15]=[CH:14][C:13]([Cl:16])=[C:12]([Cl:17])[CH:11]=2)[CH2:6][C@@H:5]2[C@H:3]1[C@@:4]2([F:21])[C:18]([NH2:20])=[O:19].N[C@]1(C#N)[C@H](OCC2C=CC(Cl)=C(Cl)C=2)C[C@@H]2[C@H]1[C@@]2(F)C(N)=O.[C:47]([OH:52])(=[O:51])[C:48]([OH:50])=[O:49]. Product: [C:47]([OH:52])(=[O:51])[C:48]([OH:50])=[O:49].[NH2:1][C@@:2]1([C:22]#[N:23])[C@H:7]([O:8][CH2:9][C:10]2[CH:15]=[CH:14][C:13]([Cl:16])=[C:12]([Cl:17])[CH:11]=2)[CH2:6][C@@H:5]2[C@H:3]1[C@@:4]2([F:21])[C:18]([NH2:20])=[O:19]. The catalyst class is: 13. (2) Reactant: B(Br)(Br)Br.C([O:12][C:13]1[CH:18]=[CH:17][C:16]([CH:19]2[C:28]3[C:23](=[CH:24][C:25]([O:29]C)=[CH:26][CH:27]=3)[CH2:22][CH2:21][N:20]2[C:31](=[O:36])[C:32]([F:35])([F:34])[F:33])=[CH:15][CH:14]=1)C1C=CC=CC=1.CO. Product: [F:35][C:32]([F:33])([F:34])[C:31]([N:20]1[CH2:21][CH2:22][C:23]2[C:28](=[CH:27][CH:26]=[C:25]([OH:29])[CH:24]=2)[CH:19]1[C:16]1[CH:17]=[CH:18][C:13]([OH:12])=[CH:14][CH:15]=1)=[O:36]. The catalyst class is: 2. (3) Reactant: [C:1]1([CH:7]=[CH:8][C:9]([C:11]2[CH:16]=[CH:15][CH:14]=[CH:13][CH:12]=2)=[O:10])[CH:6]=[CH:5][CH:4]=[CH:3][CH:2]=1.C1C=CC(CC[C:25](C2C=CC=CC=2O)=[O:26])=CC=1.C(C1C=CC=CC=1)(=[O:36])C.[OH-:43].[K+]. Product: [OH:43][C:6]1[CH:5]=[C:4]([OH:36])[CH:3]=[C:2]([O:26][CH3:25])[C:1]=1[CH:7]=[CH:8][C:9]([C:11]1[CH:16]=[CH:15][CH:14]=[CH:13][CH:12]=1)=[O:10]. The catalyst class is: 72. (4) Reactant: Br[C:2]1[S:10][C:9]2[C:8](=[O:11])[NH:7][C:6]([CH3:13])([CH3:12])[NH:5][C:4]=2[CH:3]=1.[NH:14]1[CH:18]=[C:17](B2OC(C)(C)C(C)(C)O2)[CH:16]=[N:15]1.C(=O)([O-])[O-].[Na+].[Na+].COCCOC. Product: [CH3:12][C:6]1([CH3:13])[NH:5][C:4]2[CH:3]=[C:2]([C:17]3[CH:18]=[N:14][NH:15][CH:16]=3)[S:10][C:9]=2[C:8](=[O:11])[NH:7]1. The catalyst class is: 6. (5) Reactant: [CH:1]1([C:4]2[N:5]=[C:6]([CH2:19][O:20][CH3:21])[NH:7][C:8]=2[C:9]2[CH:10]=[C:11]([CH:15]=[CH:16][C:17]=2[CH3:18])[C:12](O)=[O:13])[CH2:3][CH2:2]1.CN(C(ON1N=NC2C=CC=CC1=2)=[N+](C)C)C.F[P-](F)(F)(F)(F)F.Cl.[NH:47]1[CH2:52][CH2:51][CH:50]([C:53]2[CH:60]=[CH:59][C:56]([C:57]#[N:58])=[CH:55][CH:54]=2)[CH2:49][CH2:48]1.C(N(CC)CC)C. Product: [CH:1]1([C:4]2[N:5]=[C:6]([CH2:19][O:20][CH3:21])[NH:7][C:8]=2[C:9]2[CH:10]=[C:11]([CH:15]=[CH:16][C:17]=2[CH3:18])[C:12]([N:47]2[CH2:52][CH2:51][CH:50]([C:53]3[CH:60]=[CH:59][C:56]([C:57]#[N:58])=[CH:55][CH:54]=3)[CH2:49][CH2:48]2)=[O:13])[CH2:2][CH2:3]1. The catalyst class is: 4. (6) Reactant: [C:1]([O:5][C:6]([N:8]1[C@H:12]([C:13]2[CH:18]=[CH:17][CH:16]=[CH:15][CH:14]=2)[CH2:11][CH2:10][C@@H:9]1[C:19](N(OC)C)=[O:20])=[O:7])([CH3:4])([CH3:3])[CH3:2].[H-].[H-].[H-].[H-].[Li+].[Al+3].S(=O)(=O)(O)[O-].[K+].O. Product: [C:1]([O:5][C:6]([N:8]1[C@H:12]([C:13]2[CH:14]=[CH:15][CH:16]=[CH:17][CH:18]=2)[CH2:11][CH2:10][C@@H:9]1[CH:19]=[O:20])=[O:7])([CH3:4])([CH3:3])[CH3:2]. The catalyst class is: 49.